This data is from Full USPTO retrosynthesis dataset with 1.9M reactions from patents (1976-2016). The task is: Predict the reactants needed to synthesize the given product. (1) Given the product [CH:1]1([C:4]2[C:5]([O:14][CH2:15][C:16]([F:19])([F:17])[F:18])=[CH:6][C:7]([C:10]3[N:11]=[CH:20][O:13][N:12]=3)=[N:8][CH:9]=2)[CH2:3][CH2:2]1, predict the reactants needed to synthesize it. The reactants are: [CH:1]1([C:4]2[C:5]([O:14][CH2:15][C:16]([F:19])([F:18])[F:17])=[CH:6][C:7]([C:10](=[N:12][OH:13])[NH2:11])=[N:8][CH:9]=2)[CH2:3][CH2:2]1.[CH:20](OCC)(OCC)OCC.B(F)(F)F.CCOCC.C([O-])(O)=O.[Na+]. (2) Given the product [OH:15][CH2:14][CH2:13][O:1][C:2]1[CH:10]=[CH:9][C:5]([C:6]([OH:8])=[O:7])=[CH:4][CH:3]=1, predict the reactants needed to synthesize it. The reactants are: [OH:1][C:2]1[CH:10]=[CH:9][C:5]([C:6]([OH:8])=[O:7])=[CH:4][CH:3]=1.[OH-].[K+].[CH2:13](Cl)[CH2:14][OH:15]. (3) The reactants are: [Cl:1][C:2]1[CH:10]=[C:9]([CH:11]=[O:12])[C:8]2[C:4](=[CH:5][N:6]([CH2:13][O:14][CH2:15][CH2:16][Si:17]([CH3:20])([CH3:19])[CH3:18])[N:7]=2)[CH:3]=1.[CH3:21][Mg]Br. Given the product [Cl:1][C:2]1[CH:10]=[C:9]([CH:11]([OH:12])[CH3:21])[C:8]2[C:4](=[CH:5][N:6]([CH2:13][O:14][CH2:15][CH2:16][Si:17]([CH3:20])([CH3:19])[CH3:18])[N:7]=2)[CH:3]=1, predict the reactants needed to synthesize it. (4) The reactants are: [Cl:1][C:2]1[CH:10]=[C:9]([NH:11][CH:12]([CH3:14])[CH3:13])[C:5]([C:6]([OH:8])=O)=[CH:4][N:3]=1.F[P-](F)(F)(F)(F)F.N1(O[P+](N(C)C)(N(C)C)N(C)C)C2C=CC=CC=2N=N1.[F:42][C@@H:43]([CH2:46][O:47][CH3:48])[CH2:44][NH2:45]. Given the product [Cl:1][C:2]1[CH:10]=[C:9]([NH:11][CH:12]([CH3:14])[CH3:13])[C:5]([C:6]([NH:45][CH2:44][C@@H:43]([F:42])[CH2:46][O:47][CH3:48])=[O:8])=[CH:4][N:3]=1, predict the reactants needed to synthesize it. (5) Given the product [CH3:1][C:2]1[CH:3]=[N:4][N:5]([CH2:10][C:11]2[CH:20]=[CH:19][C:14]([C:15]([O:17][CH3:18])=[O:16])=[CH:13][CH:12]=2)[CH:6]=1, predict the reactants needed to synthesize it. The reactants are: [CH3:1][C:2]1[CH:3]=[N:4][NH:5][CH:6]=1.[H-].[Na+].Br[CH2:10][C:11]1[CH:20]=[CH:19][C:14]([C:15]([O:17][CH3:18])=[O:16])=[CH:13][CH:12]=1.